Task: Predict which catalyst facilitates the given reaction.. Dataset: Catalyst prediction with 721,799 reactions and 888 catalyst types from USPTO (1) Reactant: [NH:1]1[C:9]2[C:4](=[CH:5][CH:6]=[CH:7][N:8]=2)[CH:3]=[CH:2]1.[H-].[Na+].I[CH2:13][C:14]([NH2:16])=[O:15]. Product: [NH:1]1[C:9]2[C:4](=[CH:5][CH:6]=[CH:7][N:8]=2)[C:3]([CH2:13][C:14]([NH2:16])=[O:15])=[CH:2]1. The catalyst class is: 3. (2) Reactant: Cl.[F:2][C:3]1[CH:8]=[CH:7][C:6]([N:9]2[C:18]3[C:13](=[CH:14][C:15]([O:19][CH:20]4[CH2:25][CH2:24][NH:23][CH2:22][CH2:21]4)=[CH:16][CH:17]=3)[CH2:12][CH2:11][C:10]2=[O:26])=[CH:5][CH:4]=1.C(=O)([O-])[O-].[K+].[K+].I[CH:34]([CH3:36])[CH3:35]. Product: [F:2][C:3]1[CH:8]=[CH:7][C:6]([N:9]2[C:18]3[C:13](=[CH:14][C:15]([O:19][CH:20]4[CH2:21][CH2:22][N:23]([CH:34]([CH3:36])[CH3:35])[CH2:24][CH2:25]4)=[CH:16][CH:17]=3)[CH2:12][CH2:11][C:10]2=[O:26])=[CH:5][CH:4]=1. The catalyst class is: 35. (3) Reactant: [CH3:1][C:2]1[CH:7]=[CH:6][C:5]([C:8](=O)[CH2:9][C:10](=O)[CH3:11])=[CH:4][CH:3]=1.[CH3:14][NH:15][NH2:16]. Product: [CH3:14][N:15]1[C:8]([C:5]2[CH:6]=[CH:7][C:2]([CH3:1])=[CH:3][CH:4]=2)=[CH:9][C:10]([CH3:11])=[N:16]1. The catalyst class is: 5.